Dataset: Forward reaction prediction with 1.9M reactions from USPTO patents (1976-2016). Task: Predict the product of the given reaction. Given the reactants O[Li].O.[CH:4]1([C:7]2[CH:8]=[C:9]([C:13]3[S:17][C:16]([C:18]([O:20]CC)=[O:19])=[CH:15][CH:14]=3)[N:10]=[N:11][CH:12]=2)[CH2:6][CH2:5]1, predict the reaction product. The product is: [CH:4]1([C:7]2[CH:8]=[C:9]([C:13]3[S:17][C:16]([C:18]([OH:20])=[O:19])=[CH:15][CH:14]=3)[N:10]=[N:11][CH:12]=2)[CH2:5][CH2:6]1.